Dataset: Reaction yield outcomes from USPTO patents with 853,638 reactions. Task: Predict the reaction yield, written as a fraction of the theoretical maximum amount of product (1.0 means a 100% yield; for example, 0.34 means a 34% yield). (1) The reactants are BrCC1[CH:8]=[CH:7][C:6]([C:9]#[C:10][C:11]2[CH:16]=[CH:15][C:14]([CH2:17][C:18]([O:20][CH3:21])=[O:19])=[CH:13][CH:12]=2)=[CH:5][C:4]=1C(C)C.[C:25]([N:28]1[CH:32]=[CH:31][N:30]=[CH:29]1)(=O)[CH3:26].[C:33]([O-])([O-])=O.[Na+].[Na+].[CH3:39][C:40]#N. The catalyst is O. The product is [N:28]1([C:25]2[CH:4]=[CH:5][C:6]([C:9]#[C:10][C:11]3[CH:12]=[CH:13][C:14]([CH2:17][C:18]([O:20][CH3:21])=[O:19])=[CH:15][CH:16]=3)=[C:7]([CH3:8])[C:26]=2[CH:40]([CH3:39])[CH3:33])[CH:32]=[CH:31][N:30]=[CH:29]1. The yield is 0.580. (2) The reactants are [NH:1]1[CH:9]=[C:7]([CH3:8])[C:5](=[O:6])[NH:4][C:2]1=[O:3].C/C(/O[Si](C)(C)C)=N\[Si](C)(C)C.[C:22]([O:30][CH2:31][C@@H:32]1[C:36]([O:38][C:39](=[O:41])[CH3:40])([CH3:37])[C@:35]([F:43])([CH3:42])[CH:34](OC(=O)C)[O:33]1)(=[O:29])[C:23]1C=CC=CC=1.Cl[Sn](Cl)(Cl)Cl.C(=O)(O)[O-].[Na+]. The catalyst is C(#N)C. The product is [C:22]([O:30][CH2:31][C@@H:32]1[C:36]([O:38][C:39](=[O:41])[CH3:40])([CH3:37])[C@:35]([F:43])([CH3:42])[CH:34]([N:1]2[CH:9]=[C:7]([CH3:8])[C:5](=[O:6])[NH:4][C:2]2=[O:3])[O:33]1)(=[O:29])[CH3:23]. The yield is 0.300. (3) The reactants are [CH3:1][O:2][C:3]1[CH:4]=[CH:5][C:6]([N+:12]([O-:14])=[O:13])=[C:7]([CH:11]=1)[C:8](O)=[O:9]. The catalyst is C1COCC1.O. The product is [CH3:1][O:2][C:3]1[CH:4]=[CH:5][C:6]([N+:12]([O-:14])=[O:13])=[C:7]([CH2:8][OH:9])[CH:11]=1. The yield is 0.970.